The task is: Predict the reaction yield, written as a fraction of the theoretical maximum amount of product (1.0 means a 100% yield; for example, 0.34 means a 34% yield).. This data is from Reaction yield outcomes from USPTO patents with 853,638 reactions. The reactants are Br[C:2]1[C:3](=[O:13])[C:4]2[C:9]([C:10](=[O:12])[CH:11]=1)=[CH:8][CH:7]=[CH:6][CH:5]=2.[C:14]1([NH2:24])[C:23]2[C:18](=[CH:19][CH:20]=[CH:21][CH:22]=2)[CH:17]=[CH:16][CH:15]=1. The catalyst is CCO. The product is [C:14]1([NH:24][C:2]2[C:3](=[O:13])[C:4]3[C:9]([C:10](=[O:12])[CH:11]=2)=[CH:8][CH:7]=[CH:6][CH:5]=3)[C:23]2[C:18](=[CH:19][CH:20]=[CH:21][CH:22]=2)[CH:17]=[CH:16][CH:15]=1. The yield is 0.0100.